Task: Predict the reactants needed to synthesize the given product.. Dataset: Full USPTO retrosynthesis dataset with 1.9M reactions from patents (1976-2016) (1) Given the product [NH2:5][C:6]1[N:10]2[CH:11]=[C:12]([C:15]3[CH:38]=[C:37]([Cl:39])[CH:36]=[CH:35][C:16]=3[O:17][C:18]3[C:23]([F:24])=[CH:22][C:21]([S:25]([NH:28][C:29]4[S:33][N:32]=[CH:31][N:30]=4)(=[O:26])=[O:27])=[C:20]([F:34])[CH:19]=3)[CH:13]=[CH:14][C:9]2=[N:8][CH:7]=1, predict the reactants needed to synthesize it. The reactants are: C([NH:5][C:6]1[N:10]2[CH:11]=[C:12]([C:15]3[CH:38]=[C:37]([Cl:39])[CH:36]=[CH:35][C:16]=3[O:17][C:18]3[C:23]([F:24])=[CH:22][C:21]([S:25]([NH:28][C:29]4[S:33][N:32]=[CH:31][N:30]=4)(=[O:27])=[O:26])=[C:20]([F:34])[CH:19]=3)[CH:13]=[CH:14][C:9]2=[N:8][CH:7]=1)(C)(C)C.[OH-].[K+]. (2) Given the product [S:8](=[O:10])(=[O:9])([O:11][CH2:12][C@H:13]1[CH2:14][C@@H:15]([NH:23][C:24]2[N:29]3[N:30]=[C:31]([C:33]4[CH:38]=[CH:37][CH:36]=[C:35]([S:39][C:40]([F:43])([F:42])[F:41])[CH:34]=4)[CH:32]=[C:28]3[N:27]=[CH:26][CH:25]=2)[C@H:16]([OH:17])[C@@H:20]1[OH:19])[NH2:7], predict the reactants needed to synthesize it. The reactants are: C(OC(=O)[NH:7][S:8]([O:11][CH2:12][C@@H:13]1[C@@H:20]2[C@@H:16]([O:17]C(C)(C)[O:19]2)[CH:15]([NH:23][C:24]2[N:29]3[N:30]=[C:31]([C:33]4[CH:38]=[CH:37][CH:36]=[C:35]([S:39][C:40]([F:43])([F:42])[F:41])[CH:34]=4)[CH:32]=[C:28]3[N:27]=[CH:26][CH:25]=2)[CH2:14]1)(=[O:10])=[O:9])(C)(C)C.P(=O)(O)(O)O.C(OCC)(=O)C.C([O-])([O-])=O.[Na+].[Na+].